Predict the reactants needed to synthesize the given product. From a dataset of Full USPTO retrosynthesis dataset with 1.9M reactions from patents (1976-2016). (1) Given the product [CH3:24][C:21]1([CH3:25])[CH2:22][CH2:23][N:19]([C:14]2[C:13]([NH:12][C:10]([C:8]3[CH:7]=[CH:6][CH:5]=[C:4]([C:1]([OH:3])([CH3:27])[CH3:2])[N:9]=3)=[O:11])=[CH:17][N:16]([CH3:18])[N:15]=2)[C:20]1=[O:26], predict the reactants needed to synthesize it. The reactants are: [C:1]([C:4]1[N:9]=[C:8]([C:10]([NH:12][C:13]2[C:14]([N:19]3[CH2:23][CH2:22][C:21]([CH3:25])([CH3:24])[C:20]3=[O:26])=[N:15][N:16]([CH3:18])[CH:17]=2)=[O:11])[CH:7]=[CH:6][CH:5]=1)(=[O:3])[CH3:2].[CH2:27]1COCC1. (2) Given the product [O:14]1[C:10]2([CH2:15][CH2:16][CH:7]([CH:4]([N:2]([CH3:3])[CH3:1])[C:5]3[S:17][CH:18]=[CH:19][CH:20]=3)[CH2:8][CH2:9]2)[O:11][CH2:12][CH2:13]1, predict the reactants needed to synthesize it. The reactants are: [CH3:1][N:2]([CH:4]([CH:7]1[CH2:16][CH2:15][C:10]2([O:14][CH2:13][CH2:12][O:11]2)[CH2:9][CH2:8]1)[C:5]#N)[CH3:3].[S:17]1C=[CH:20][CH:19]=[C:18]1[Mg]Br.[Cl-].[NH4+].O. (3) Given the product [C:44]([Si:47]([O:37][C@H:12]1[CH2:13][CH2:14][C@@:15]([C@H:17]2[CH2:25][CH2:24][C@@:23]3([CH3:26])[C@@H:19]([CH2:20][CH2:21][C:22]3=[CH2:27])[C@@H:18]2[CH2:28][O:29][Si:30]([C:33]([CH3:36])([CH3:35])[CH3:34])([CH3:32])[CH3:31])([CH3:16])[C@@H:10]([CH2:9][O:8][Si:1]([C:4]([CH3:7])([CH3:6])[CH3:5])([CH3:3])[CH3:2])[CH2:11]1)([C:54]1[CH:59]=[CH:58][CH:57]=[CH:56][CH:55]=1)[C:48]1[CH:49]=[CH:50][CH:51]=[CH:52][CH:53]=1)([CH3:46])([CH3:43])[CH3:45], predict the reactants needed to synthesize it. The reactants are: [Si:1]([O:8][CH2:9][C@@H:10]1[C@:15]([C@H:17]2[CH2:25][CH2:24][C@@:23]3([CH3:26])[C@@H:19]([CH2:20][CH2:21][C:22]3=[CH2:27])[C@@H:18]2[CH2:28][O:29][Si:30]([C:33]([CH3:36])([CH3:35])[CH3:34])([CH3:32])[CH3:31])([CH3:16])[CH2:14][CH2:13][C@H:12]([OH:37])[CH2:11]1)([C:4]([CH3:7])([CH3:6])[CH3:5])([CH3:3])[CH3:2].N1C=CN=C1.[CH3:43][C:44]([Si:47](Cl)([C:54]1[CH:59]=[CH:58][CH:57]=[CH:56][CH:55]=1)[C:48]1[CH:53]=[CH:52][CH:51]=[CH:50][CH:49]=1)([CH3:46])[CH3:45].